This data is from Full USPTO retrosynthesis dataset with 1.9M reactions from patents (1976-2016). The task is: Predict the reactants needed to synthesize the given product. (1) Given the product [Br:13][C:14]1[CH:15]=[CH:16][C:17]([CH2:20][CH2:21][CH:22]([OH:24])[CH2:23][N:8]2[CH:12]=[CH:11][N:10]=[CH:9]2)=[CH:18][CH:19]=1, predict the reactants needed to synthesize it. The reactants are: [H-].[Na+].CN(C=O)C.[NH:8]1[CH:12]=[CH:11][N:10]=[CH:9]1.[Br:13][C:14]1[CH:19]=[CH:18][C:17]([CH2:20][CH2:21][CH:22]2[O:24][CH2:23]2)=[CH:16][CH:15]=1. (2) The reactants are: CO[C:3]1[S:4][CH:5]=[C:6]([C:8]2[S:9][CH:10]=[CH:11][C:12]=2[N+:13]([O-:15])=[O:14])[N:7]=1.C(=O)(O)[O-].[Na+].O=P(Cl)(Cl)[Cl:23]. Given the product [Cl:23][C:3]1[S:4][CH:5]=[C:6]([C:8]2[S:9][CH:10]=[CH:11][C:12]=2[N+:13]([O-:15])=[O:14])[N:7]=1, predict the reactants needed to synthesize it. (3) Given the product [CH:21]1([C:5]2([CH2:9][CH2:10][C:11]3[CH:16]=[CH:15][C:14]([CH:17]([F:19])[F:18])=[C:13]([F:20])[CH:12]=3)[O:4][C:3](=[O:26])[C:2]([S:38][C:36]3[N:37]=[C:30]4[N:29]=[C:28]([CH3:27])[CH:33]=[C:32]([CH3:34])[N:31]4[N:35]=3)=[C:7]([OH:8])[CH2:6]2)[CH2:25][CH2:24][CH2:23][CH2:22]1, predict the reactants needed to synthesize it. The reactants are: Cl[CH:2]1[C:7](=[O:8])[CH2:6][C:5]([CH:21]2[CH2:25][CH2:24][CH2:23][CH2:22]2)([CH2:9][CH2:10][C:11]2[CH:16]=[CH:15][C:14]([CH:17]([F:19])[F:18])=[C:13]([F:20])[CH:12]=2)[O:4][C:3]1=[O:26].[CH3:27][C:28]1[CH:33]=[C:32]([CH3:34])[N:31]2[N:35]=[C:36]([SH:38])[N:37]=[C:30]2[N:29]=1.C(N(CC)CC)C. (4) Given the product [C:1]([O:5][C:6](=[O:28])[NH:7][C:8]1[CH:9]=[C:10]2[C:11]([CH:14]=[C:15]([C:16]3[C:21]([O:22][CH3:23])=[CH:20][CH:19]=[CH:18][C:17]=3[Cl:24])[NH:25]2)=[CH:12][CH:13]=1)([CH3:4])([CH3:3])[CH3:2], predict the reactants needed to synthesize it. The reactants are: [C:1]([O:5][C:6](=[O:28])[NH:7][C:8]1[CH:13]=[CH:12][C:11](/[CH:14]=[CH:15]/[C:16]2[C:21]([O:22][CH3:23])=[CH:20][CH:19]=[CH:18][C:17]=2[Cl:24])=[C:10]([N+:25]([O-])=O)[CH:9]=1)([CH3:4])([CH3:3])[CH3:2].O. (5) Given the product [Cl:1][C:2]1[C:7]([CH2:8][CH2:9][N:25]2[C:21](=[O:31])[C:22]3[C:23](=[CH:27][CH:28]=[CH:29][CH:30]=3)[C:24]2=[O:26])=[C:6]([NH:11][C@@H:12]2[C:20]3[C:15](=[CH:16][CH:17]=[CH:18][CH:19]=3)[CH2:14][CH2:13]2)[N:5]=[CH:4][N:3]=1, predict the reactants needed to synthesize it. The reactants are: [Cl:1][C:2]1[C:7]([CH2:8][CH2:9]O)=[C:6]([NH:11][C@@H:12]2[C:20]3[C:15](=[CH:16][CH:17]=[CH:18][CH:19]=3)[CH2:14][CH2:13]2)[N:5]=[CH:4][N:3]=1.[C:21]1(=[O:31])[NH:25][C:24](=[O:26])[C:23]2=[CH:27][CH:28]=[CH:29][CH:30]=[C:22]12.C1(P(C2C=CC=CC=2)C2C=CC=CC=2)C=CC=CC=1.CC(OC(/N=N/C(OC(C)C)=O)=O)C. (6) Given the product [Br:8][C:5]1[CH:6]=[CH:7][C:2]([F:1])=[C:3]([O:9][CH2:20][CH2:19][CH:18]=[CH2:17])[CH:4]=1, predict the reactants needed to synthesize it. The reactants are: [F:1][C:2]1[CH:7]=[CH:6][C:5]([Br:8])=[CH:4][C:3]=1[OH:9].C([O-])([O-])=O.[Cs+].[Cs+].Br[CH2:17][CH2:18][CH:19]=[CH2:20].